Dataset: Catalyst prediction with 721,799 reactions and 888 catalyst types from USPTO. Task: Predict which catalyst facilitates the given reaction. (1) Reactant: [CH:1]1([C:8]2[CH:13]=[CH:12][CH:11]=[CH:10][C:9]=2[NH2:14])[CH2:7][CH2:6][CH2:5][CH2:4][CH2:3][CH2:2]1.Cl.Cl[CH2:17][CH2:18][NH:19][CH2:20][CH2:21]Cl. Product: [CH:1]1([C:8]2[CH:13]=[CH:12][CH:11]=[CH:10][C:9]=2[N:14]2[CH2:21][CH2:20][NH:19][CH2:18][CH2:17]2)[CH2:2][CH2:3][CH2:4][CH2:5][CH2:6][CH2:7]1. The catalyst class is: 262. (2) The catalyst class is: 186. Product: [CH2:1]([C:3]1[CH:8]=[C:7]([O:9][CH3:10])[CH:6]=[CH:5][C:4]=1[NH2:11])[CH3:2]. Reactant: [CH2:1]([C:3]1[CH:8]=[C:7]([O:9][CH3:10])[CH:6]=[CH:5][C:4]=1[N+:11]([O-])=O)[CH3:2].Cl.[OH-].[Na+].